This data is from Peptide-MHC class II binding affinity with 134,281 pairs from IEDB. The task is: Regression. Given a peptide amino acid sequence and an MHC pseudo amino acid sequence, predict their binding affinity value. This is MHC class II binding data. (1) The peptide sequence is KLTLEHDCLQIITKD. The MHC is DRB1_0101 with pseudo-sequence DRB1_0101. The binding affinity (normalized) is 0.347. (2) The MHC is DRB1_0901 with pseudo-sequence DRB1_0901. The binding affinity (normalized) is 0.439. The peptide sequence is MKYLAAFLLLGLAGN. (3) The peptide sequence is RFFVWGDEVPLLTKF. The MHC is H-2-IAb with pseudo-sequence H-2-IAb. The binding affinity (normalized) is 0.223. (4) The peptide sequence is CIEYVTLNASQYANC. The MHC is DRB1_0405 with pseudo-sequence DRB1_0405. The binding affinity (normalized) is 0.384. (5) The binding affinity (normalized) is 0.583. The peptide sequence is APYVAWMRATAIQAE. The MHC is HLA-DPA10201-DPB11401 with pseudo-sequence HLA-DPA10201-DPB11401. (6) The peptide sequence is EKKYFAATQFEYLAA. The MHC is HLA-DQA10301-DQB10302 with pseudo-sequence HLA-DQA10301-DQB10302. The binding affinity (normalized) is 0.484. (7) The peptide sequence is AFKVAATAANAWPAN. The MHC is DRB1_0401 with pseudo-sequence DRB1_0401. The binding affinity (normalized) is 0.765.